Dataset: Full USPTO retrosynthesis dataset with 1.9M reactions from patents (1976-2016). Task: Predict the reactants needed to synthesize the given product. (1) Given the product [NH2:3][CH2:30][CH2:29][N:25]1[CH:26]=[CH:27][N:28]=[C:24]1[CH2:23][CH2:22][C:21]([N:18]1[CH2:19][CH2:20][CH:15]([N:14]([CH3:33])[CH3:13])[CH2:16][CH2:17]1)=[O:32], predict the reactants needed to synthesize it. The reactants are: C([N:3](CC)CC)C.CS(Cl)(=O)=O.[CH3:13][N:14]([CH3:33])[CH:15]1[CH2:20][CH2:19][N:18]([C:21](=[O:32])[CH2:22][CH2:23][C:24]2[N:25]([CH2:29][CH2:30]O)[CH:26]=[CH:27][N:28]=2)[CH2:17][CH2:16]1.C(=O)([O-])[O-].[K+].[K+].[K].C1(=O)NC(=O)C2=CC=CC=C12.O.NN. (2) Given the product [F:5][C:4]([F:6])([C:7]1[CH:12]=[CH:11][C:10]([F:13])=[CH:9][CH:8]=1)[CH2:3][CH2:2][S:16][C:14](=[O:17])[CH3:15], predict the reactants needed to synthesize it. The reactants are: Br[CH2:2][CH2:3][C:4]([C:7]1[CH:12]=[CH:11][C:10]([F:13])=[CH:9][CH:8]=1)([F:6])[F:5].[C:14]([O-:17])(=[S:16])[CH3:15].[K+]. (3) Given the product [Cl:25][C:26]1[CH:27]=[C:28]([CH:29]=[CH:30][CH:31]=1)[O:32][C:2]1[CH:7]=[CH:6][C:5]([C:8]([OH:18])([CH:15]([CH3:17])[CH3:16])[CH2:9][N:10]2[CH:14]=[N:13][CH:12]=[N:11]2)=[CH:4][CH:3]=1, predict the reactants needed to synthesize it. The reactants are: Br[C:2]1[CH:7]=[CH:6][C:5]([C:8]([OH:18])([CH:15]([CH3:17])[CH3:16])[CH2:9][N:10]2[CH:14]=[N:13][CH:12]=[N:11]2)=[CH:4][CH:3]=1.C([O-])([O-])=O.[K+].[K+].[Cl:25][C:26]1[CH:27]=[C:28]([OH:32])[CH:29]=[CH:30][CH:31]=1.O. (4) Given the product [N:6]1[CH:2]=[CH:1][CH:33]=[N:32][C:5]=1[C:7]1[CH:31]=[CH:30][CH:29]=[CH:28][C:8]=1[C:9]([NH:11][C@H:12]1[CH2:16][CH2:15][CH2:14][C@@H:13]1[NH:17][C:18]1[CH:23]=[CH:22][C:21]([C:24]([F:27])([F:26])[F:25])=[CH:20][N:19]=1)=[O:10], predict the reactants needed to synthesize it. The reactants are: [CH3:1][C:2]1[N:6]=[C:5]([C:7]2[CH:31]=[CH:30][CH:29]=[CH:28][C:8]=2[C:9]([NH:11][C@H:12]2[CH2:16][CH2:15][CH2:14][C@@H:13]2[NH:17][C:18]2[CH:23]=[CH:22][C:21]([C:24]([F:27])([F:26])[F:25])=[CH:20][N:19]=2)=[O:10])ON=1.[N:32]1C=CC=N[C:33]=1C1C=CC=CC=1C(O)=O.Cl.FC(F)(F)C1C=CC(N[C@H]2CCC[C@@H]2N)=NC=1. (5) Given the product [Br:1][C:2]1[CH:3]=[C:4]2[C:9](=[CH:10][CH:11]=1)[C:8](=[O:12])[NH:7][C:6](=[O:13])[C:5]2=[CH:14][NH:30][C:27]1[CH:26]=[CH:25][C:24]([N:21]2[CH2:20][CH2:19][N:18]([CH3:17])[CH2:23][CH2:22]2)=[CH:29][CH:28]=1, predict the reactants needed to synthesize it. The reactants are: [Br:1][C:2]1[CH:3]=[C:4]2[C:9](=[CH:10][CH:11]=1)[C:8](=[O:12])[NH:7][C:6](=[O:13])[C:5]2=[CH:14]OC.[CH3:17][N:18]1[CH2:23][CH2:22][N:21]([C:24]2[CH:29]=[CH:28][C:27]([NH2:30])=[CH:26][CH:25]=2)[CH2:20][CH2:19]1. (6) The reactants are: [Cl:1][C:2]1[C:6]([CH2:7][N:8]2C(=O)C3C(=CC=CC=3)C2=O)=[CH:5][N:4]([C:19]2[S:23][C:22]([C:24]([F:27])([F:26])[F:25])=[N:21][CH:20]=2)[N:3]=1.CO.NN.O. Given the product [Cl:1][C:2]1[C:6]([CH2:7][NH2:8])=[CH:5][N:4]([C:19]2[S:23][C:22]([C:24]([F:27])([F:25])[F:26])=[N:21][CH:20]=2)[N:3]=1, predict the reactants needed to synthesize it. (7) Given the product [OH:1][CH:2]([C:3]([O:5][CH3:11])=[O:4])[CH2:6][C:7]([OH:9])=[O:8], predict the reactants needed to synthesize it. The reactants are: [OH:1][CH:2]([CH2:6][C:7]([OH:9])=[O:8])[C:3]([OH:5])=[O:4].F[C:11](F)(F)C(OC(=O)C(F)(F)F)=O.CO.